This data is from Retrosynthesis with 50K atom-mapped reactions and 10 reaction types from USPTO. The task is: Predict the reactants needed to synthesize the given product. (1) Given the product N#Cc1ccc(OC2CCNCC2)cc1, predict the reactants needed to synthesize it. The reactants are: CC(C)(C)OC(=O)N1CCC(Oc2ccc(C#N)cc2)CC1. (2) Given the product CCOc1ccc(Oc2ccc(OCc3ccccc3)cc2)c([N+](=O)[O-])c1, predict the reactants needed to synthesize it. The reactants are: CCOc1ccc(Cl)c([N+](=O)[O-])c1.Oc1ccc(OCc2ccccc2)cc1. (3) Given the product Cc1ccc(N2CCN(c3cccc(C4CC(C)(C)c5cc(F)cc(C(=O)O)c5N4)c3)CC2)cc1, predict the reactants needed to synthesize it. The reactants are: COC(=O)c1cc(F)cc2c1NC(c1cccc(N3CCN(c4ccc(C)cc4)CC3)c1)CC2(C)C. (4) Given the product O=[N+]([O-])c1ccccc1Sc1ccc(Cl)cc1, predict the reactants needed to synthesize it. The reactants are: O=[N+]([O-])c1ccccc1Cl.Sc1ccc(Cl)cc1.